From a dataset of Forward reaction prediction with 1.9M reactions from USPTO patents (1976-2016). Predict the product of the given reaction. (1) Given the reactants [CH3:1][C:2]1[C:11]([N+:12]([O-:14])=[O:13])=[C:10]2[C:5]([CH:6]=[CH:7][CH:8]=[N:9]2)=[CH:4][CH:3]=1.CO[CH:17](OC)[N:18]([CH3:20])[CH3:19].O, predict the reaction product. The product is: [CH3:17][N:18]([CH3:20])/[CH:19]=[CH:1]/[C:2]1[C:11]([N+:12]([O-:14])=[O:13])=[C:10]2[C:5]([CH:6]=[CH:7][CH:8]=[N:9]2)=[CH:4][CH:3]=1. (2) Given the reactants [C:1]([NH2:5])([CH3:4])([CH3:3])[CH3:2].[N+:6]([C:9]1[CH:16]=[C:15]([N+:17]([O-:19])=[O:18])[CH:14]=[CH:13][C:10]=1[CH:11]=O)([O-])=O, predict the reaction product. The product is: [C:1]([N:5]1[CH:11]=[C:10]2[C:9]([CH:16]=[C:15]([N+:17]([O-:19])=[O:18])[CH:14]=[CH:13]2)=[N:6]1)([CH3:4])([CH3:3])[CH3:2].